Dataset: Reaction yield outcomes from USPTO patents with 853,638 reactions. Task: Predict the reaction yield, written as a fraction of the theoretical maximum amount of product (1.0 means a 100% yield; for example, 0.34 means a 34% yield). (1) The reactants are [OH:1][C@H:2]1[CH2:6][N:5]([C:7](=[O:27])[C@@H:8]([NH:10][C:11](=[O:26])[C@@H:12]([NH:17][C:18](=[O:25])[CH2:19][CH2:20][C:21]([O:23]C)=[O:22])[CH2:13][CH:14]([CH3:16])[CH3:15])[CH3:9])[C@H:4]([C:28](=[O:43])[NH:29][CH2:30][C:31]2[CH:36]=[CH:35][C:34]([C:37]3[S:41][CH:40]=[N:39][C:38]=3[CH3:42])=[CH:33][CH:32]=2)[CH2:3]1.[OH-].[Na+]. The catalyst is CO. The product is [OH:1][C@H:2]1[CH2:6][N:5]([C:7](=[O:27])[C@@H:8]([NH:10][C:11](=[O:26])[C@@H:12]([NH:17][C:18](=[O:25])[CH2:19][CH2:20][C:21]([OH:23])=[O:22])[CH2:13][CH:14]([CH3:16])[CH3:15])[CH3:9])[C@H:4]([C:28](=[O:43])[NH:29][CH2:30][C:31]2[CH:32]=[CH:33][C:34]([C:37]3[S:41][CH:40]=[N:39][C:38]=3[CH3:42])=[CH:35][CH:36]=2)[CH2:3]1. The yield is 0.740. (2) The catalyst is CO.[Pd]. The yield is 0.420. The product is [CH3:1][O:2][C:3]([CH:5]1[CH2:11][CH2:10][CH:9]2[N:12]([C:13]3[C:22]4[C:17](=[CH:18][CH:19]=[CH:20][CH:21]=4)[C:16]([C:23]#[N:24])=[CH:15][CH:14]=3)[CH:6]1[CH2:7][CH2:8]2)=[O:4]. The reactants are [CH3:1][O:2][C:3]([C:5]1[CH:6]2[N:12]([C:13]3[C:22]4[C:17](=[CH:18][CH:19]=[CH:20][CH:21]=4)[C:16]([C:23]#[N:24])=[CH:15][CH:14]=3)[CH:9]([CH2:10][CH:11]=1)[CH2:8][CH2:7]2)=[O:4]. (3) The reactants are [C:1]([C:3]1[C:23]([N+:24]([O-])=O)=[CH:22][CH:21]=[CH:20][C:4]=1[O:5][CH2:6][C@H:7]1[CH2:12][CH2:11][CH2:10][N:9]([C:13]([O:15][C:16]([CH3:19])([CH3:18])[CH3:17])=[O:14])[CH2:8]1)#[N:2]. The catalyst is CCOC(C)=O.[Pd]. The product is [NH2:24][C:23]1[C:3]([C:1]#[N:2])=[C:4]([CH:20]=[CH:21][CH:22]=1)[O:5][CH2:6][C@H:7]1[CH2:12][CH2:11][CH2:10][N:9]([C:13]([O:15][C:16]([CH3:19])([CH3:17])[CH3:18])=[O:14])[CH2:8]1. The yield is 0.923. (4) The reactants are [CH2:1]([C:5]1[N:6]=[C:7]([CH3:37])[N:8]([CH2:31][C:32]([O:34]CC)=[O:33])[C:9](=[O:30])[C:10]=1[CH2:11][C:12]1[CH:17]=[CH:16][C:15]([C:18]2[CH:23]=[CH:22][CH:21]=[CH:20][C:19]=2[C:24]2[NH:28][C:27](=[O:29])[O:26][N:25]=2)=[CH:14][CH:13]=1)[CH2:2][CH2:3][CH3:4].[OH-].[Na+].O1CCCC1.Cl. The catalyst is C(OCC)(=O)C.C(O)C. The product is [CH2:1]([C:5]1[N:6]=[C:7]([CH3:37])[N:8]([CH2:31][C:32]([OH:34])=[O:33])[C:9](=[O:30])[C:10]=1[CH2:11][C:12]1[CH:13]=[CH:14][C:15]([C:18]2[CH:23]=[CH:22][CH:21]=[CH:20][C:19]=2[C:24]2[NH:28][C:27](=[O:29])[O:26][N:25]=2)=[CH:16][CH:17]=1)[CH2:2][CH2:3][CH3:4]. The yield is 0.920. (5) The reactants are C(N(CC)CC)C.Cl.[NH2:9][CH2:10][C:11]1[CH:19]=[CH:18][CH:17]=[C:16]2[C:12]=1[C:13](=[O:29])[N:14]([CH:21]1[CH2:26][CH2:25][C:24](=[O:27])[NH:23][C:22]1=[O:28])[C:15]2=[O:20].[Cl:30][CH2:31][C:32](Cl)=[O:33]. The catalyst is C1COCC1. The product is [Cl:30][CH2:31][C:32]([NH:9][CH2:10][C:11]1[CH:19]=[CH:18][CH:17]=[C:16]2[C:12]=1[C:13](=[O:29])[N:14]([CH:21]1[CH2:26][CH2:25][C:24](=[O:27])[NH:23][C:22]1=[O:28])[C:15]2=[O:20])=[O:33]. The yield is 0.840. (6) The yield is 0.640. The product is [CH2:21]([O:20][C:18](=[O:19])[CH2:17][N:7]1[C:6]2[CH:12]=[CH:13][C:3]([O:2][CH3:1])=[CH:4][C:5]=2[O:10][CH2:9][C:8]1=[O:11])[CH3:22]. The reactants are [CH3:1][O:2][C:3]1[CH:13]=[CH:12][C:6]2[NH:7][C:8](=[O:11])[CH2:9][O:10][C:5]=2[CH:4]=1.[H-].[Na+].Br[CH2:17][C:18]([O:20][CH2:21][CH3:22])=[O:19].FC(F)(F)C(O)=O. The catalyst is C1COCC1.CC#N.O.